This data is from Full USPTO retrosynthesis dataset with 1.9M reactions from patents (1976-2016). The task is: Predict the reactants needed to synthesize the given product. (1) Given the product [Cl:23][C:24]1[CH:25]=[C:26](/[CH:27]=[CH:28]/[C:29]([N:18]2[CH2:19][CH2:20][N:15]([CH2:14][CH2:13][CH2:12][N:10]3[CH2:9][CH2:8][C:5]4([CH2:6][CH2:7]4)[C@H:4]([OH:3])[CH2:11]3)[C:16](=[O:22])[CH:17]2[CH3:21])=[O:30])[CH:32]=[CH:33][C:34]=1[F:35], predict the reactants needed to synthesize it. The reactants are: Cl.Cl.[OH:3][C@@H:4]1[CH2:11][N:10]([CH2:12][CH2:13][CH2:14][N:15]2[CH2:20][CH2:19][NH:18][CH:17]([CH3:21])[C:16]2=[O:22])[CH2:9][CH2:8][C:5]21[CH2:7][CH2:6]2.[Cl:23][C:24]1[CH:25]=[C:26]([CH:32]=[CH:33][C:34]=1[F:35])[CH:27]=[CH:28][C:29](O)=[O:30].C(N(CC)CC)C.F[P-](F)(F)(F)(F)F.N1(OC(N(C)C)=[N+](C)C)C2N=CC=CC=2N=N1. (2) Given the product [CH2:1]([CH:4]1[C:8](=[O:9])[CH2:7][CH:6]([NH:11][C:10](=[O:17])[O:12][C:13]([CH3:16])([CH3:15])[CH3:14])[CH2:5]1)[CH:2]=[CH2:3], predict the reactants needed to synthesize it. The reactants are: [CH2:1]([CH:4]1[C:8](=[O:9])[CH:7]=[CH:6][CH2:5]1)[CH:2]=[CH2:3].[C:10](=[O:17])([O:12][C:13]([CH3:16])([CH3:15])[CH3:14])[NH2:11].B(F)(F)F.CCOCC.C(=O)(O)[O-].[Na+]. (3) Given the product [Cl:8][C:7]1[C:2]([O:15][CH2:14][CH:13]([CH3:16])[CH3:12])=[N:3][CH:4]=[C:5]([N+:9]([O-:11])=[O:10])[CH:6]=1, predict the reactants needed to synthesize it. The reactants are: Cl[C:2]1[C:7]([Cl:8])=[CH:6][C:5]([N+:9]([O-:11])=[O:10])=[CH:4][N:3]=1.[CH3:12][CH:13]([CH3:16])[CH2:14][OH:15].CC([O-])(C)C.[K+]. (4) Given the product [C:17]([C:14]1[CH:15]=[CH:16][C:11]([C:8]2[O:9][CH:10]=[C:6]([C:4]([OH:5])=[O:3])[N:7]=2)=[CH:12][C:13]=1[F:19])#[N:18], predict the reactants needed to synthesize it. The reactants are: C([O:3][C:4]([C:6]1[N:7]=[C:8]([C:11]2[CH:16]=[CH:15][C:14]([C:17]#[N:18])=[C:13]([F:19])[CH:12]=2)[O:9][CH:10]=1)=[O:5])C.[OH-].[Na+]. (5) Given the product [Cl:18][C:17]1[C:12]([N:9]2[CH2:10][CH2:11][C:3]3[C:2]([NH:29][C:26]4[CH:27]=[CH:28][C:20]5[O:19][CH2:24][CH2:23][O:22][C:21]=5[CH:25]=4)=[N:7][CH:6]=[N:5][C:4]=3[CH2:8]2)=[N:13][CH:14]=[CH:15][CH:16]=1, predict the reactants needed to synthesize it. The reactants are: Cl[C:2]1[C:3]2[CH2:11][CH2:10][N:9]([C:12]3[C:17]([Cl:18])=[CH:16][CH:15]=[CH:14][N:13]=3)[CH2:8][C:4]=2[N:5]=[CH:6][N:7]=1.[O:19]1[CH2:24][CH2:23][O:22][C:21]2[CH:25]=[C:26]([NH2:29])[CH:27]=[CH:28][C:20]1=2.[I-].[Na+].C(=O)(O)[O-].[Na+]. (6) Given the product [C:2]([N+:6]([O-:7])=[CH:16][C:15]1[CH:18]=[C:11]([N+:8]([O-:10])=[O:9])[CH:12]=[CH:13][C:14]=1[S:19][C:20]1[CH:25]=[CH:24][CH:23]=[CH:22][N:21]=1)([CH3:5])([CH3:4])[CH3:3], predict the reactants needed to synthesize it. The reactants are: Cl.[C:2]([NH:6][OH:7])([CH3:5])([CH3:4])[CH3:3].[N+:8]([C:11]1[CH:12]=[CH:13][C:14]([S:19][C:20]2[CH:25]=[CH:24][CH:23]=[CH:22][N:21]=2)=[C:15]([CH:18]=1)[CH:16]=O)([O-:10])=[O:9].